Dataset: Peptide-MHC class II binding affinity with 134,281 pairs from IEDB. Task: Regression. Given a peptide amino acid sequence and an MHC pseudo amino acid sequence, predict their binding affinity value. This is MHC class II binding data. (1) The peptide sequence is ILGLNKIVRMY. The MHC is DRB1_0401 with pseudo-sequence DRB1_0401. The binding affinity (normalized) is 0.401. (2) The peptide sequence is TNILEAKYWCPDSME. The MHC is HLA-DQA10201-DQB10301 with pseudo-sequence HLA-DQA10201-DQB10301. The binding affinity (normalized) is 0.290. (3) The peptide sequence is LQPETFAVVDLNKMR. The MHC is HLA-DQA10101-DQB10501 with pseudo-sequence HLA-DQA10101-DQB10501. The binding affinity (normalized) is 0. (4) The peptide sequence is AQAAVVRFQEAANKQ. The MHC is DRB3_0101 with pseudo-sequence DRB3_0101. The binding affinity (normalized) is 0. (5) The peptide sequence is PEKEVLVWKFDSRLAFHH. The MHC is DRB1_1501 with pseudo-sequence DRB1_1501. The binding affinity (normalized) is 1.00. (6) The peptide sequence is LQGPFNFRFLTEKGM. The MHC is DRB1_0802 with pseudo-sequence DRB1_0802. The binding affinity (normalized) is 0.249.